This data is from Catalyst prediction with 721,799 reactions and 888 catalyst types from USPTO. The task is: Predict which catalyst facilitates the given reaction. (1) Reactant: [Cl:1][C:2]1[CH:7]=[CH:6][C:5]([C:8]([N:13]2[C:21]3[C:16](=[C:17]([N:22]4[C:26]([CH3:27])=[CH:25][CH:24]=[C:23]4[CH3:28])[CH:18]=[CH:19][CH:20]=3)[CH:15]=[CH:14]2)([CH2:11][CH3:12])[CH2:9][OH:10])=[CH:4][CH:3]=1.[H-].[Na+].I[CH3:32]. Product: [Cl:1][C:2]1[CH:7]=[CH:6][C:5]([C:8]([N:13]2[C:21]3[C:16](=[C:17]([N:22]4[C:26]([CH3:27])=[CH:25][CH:24]=[C:23]4[CH3:28])[CH:18]=[CH:19][CH:20]=3)[CH:15]=[CH:14]2)([CH2:11][CH3:12])[CH2:9][O:10][CH3:32])=[CH:4][CH:3]=1. The catalyst class is: 3. (2) Reactant: [CH3:1][C:2]1(C)[O:7][C:6]2[CH:8]=[CH:9][C:10]([C@H:12]3[O:16]C(=O)[N:14]([CH2:18][CH2:19][C:20]4[CH:44]=[CH:43][C:23]([O:24][CH2:25][CH2:26][O:27][CH2:28][C:29]5[CH:30]=[C:31]([NH:35][C:36]([C:38]6[O:39][CH:40]=[CH:41][CH:42]=6)=[O:37])[CH:32]=[CH:33][CH:34]=5)=[CH:22][CH:21]=4)[CH2:13]3)=[CH:11][C:5]=2[CH2:4][O:3]1.O([Si](C)(C)C)[K]. Product: [C:2]([OH:7])(=[O:3])[CH3:1].[OH:16][C@H:12]([C:10]1[CH:9]=[CH:8][C:6]([OH:7])=[C:5]([CH2:4][OH:3])[CH:11]=1)[CH2:13][NH:14][CH2:18][CH2:19][C:20]1[CH:44]=[CH:43][C:23]([O:24][CH2:25][CH2:26][O:27][CH2:28][C:29]2[CH:30]=[C:31]([NH:35][C:36]([C:38]3[O:39][CH:40]=[CH:41][CH:42]=3)=[O:37])[CH:32]=[CH:33][CH:34]=2)=[CH:22][CH:21]=1. The catalyst class is: 1. (3) Reactant: [ClH:1].[CH3:2][O:3][C:4]1[CH:5]=[C:6]([CH2:12][CH2:13][NH:14][CH2:15][CH2:16][CH2:17][NH:18][C:19](=[O:29])[C:20]2[CH:25]=[CH:24][C:23]([N+:26]([O-:28])=[O:27])=[CH:22][CH:21]=2)[CH:7]=[CH:8][C:9]=1[O:10][CH3:11]. Product: [OH2:3].[ClH:1].[CH3:2][O:3][C:4]1[CH:5]=[C:6]([CH2:12][CH2:13][NH:14][CH2:15][CH2:16][CH2:17][NH:18][C:19](=[O:29])[C:20]2[CH:21]=[CH:22][C:23]([N+:26]([O-:28])=[O:27])=[CH:24][CH:25]=2)[CH:7]=[CH:8][C:9]=1[O:10][CH3:11]. The catalyst class is: 6. (4) Reactant: [Cl:1][C:2]1[CH:3]=[C:4]([CH:9]=[CH:10][C:11]=1[OH:12])[C:5]([O:7][CH3:8])=[O:6].[CH3:13][CH:14](O)[CH3:15].C1(P(C2C=CC=CC=2)C2C=CC=CC=2)C=CC=CC=1.N(C(OC(C)C)=O)=NC(OC(C)C)=O. Product: [Cl:1][C:2]1[CH:3]=[C:4]([CH:9]=[CH:10][C:11]=1[O:12][CH:14]([CH3:15])[CH3:13])[C:5]([O:7][CH3:8])=[O:6]. The catalyst class is: 1. (5) Product: [Cl:1][C:2]1[CH:27]=[CH:26][C:5]([O:6][C:7](=[O:8])[N:9]([C@H:10]2[CH2:15][CH2:14][C@H:13]([C:16]#[C:17][CH2:18][CH2:19][N:29]([CH3:30])[CH3:28])[CH2:12][CH2:11]2)[CH3:25])=[CH:4][CH:3]=1. The catalyst class is: 5. Reactant: [Cl:1][C:2]1[CH:27]=[CH:26][C:5]([O:6][C:7]([N:9]([CH3:25])[C@H:10]2[CH2:15][CH2:14][C@H:13]([C:16]#[C:17][CH2:18][CH2:19]OS(C)(=O)=O)[CH2:12][CH2:11]2)=[O:8])=[CH:4][CH:3]=1.[CH3:28][NH:29][CH3:30]. (6) Product: [CH:1]1([O:6][C:20](=[O:26])[NH:50][C@@H:46]2[CH2:47][CH2:48][CH2:49][N:44]([C:31]3[CH:32]=[C:33]([C:35]4[CH:42]=[CH:41][C:38]([C:39]#[N:40])=[C:37]([F:43])[CH:36]=4)[N:34]=[C:29]([NH2:28])[N:30]=3)[CH2:45]2)[CH2:5][CH2:4][CH2:3][CH2:2]1. Reactant: [CH:1]1([OH:6])[CH2:5][CH2:4][CH2:3][CH2:2]1.CCN(C(C)C)C(C)C.ClC(Cl)(O[C:20](=[O:26])OC(Cl)(Cl)Cl)Cl.[NH2:28][C:29]1[N:34]=[C:33]([C:35]2[CH:42]=[CH:41][C:38]([C:39]#[N:40])=[C:37]([F:43])[CH:36]=2)[CH:32]=[C:31]([N:44]2[CH2:49][CH2:48][CH2:47][C@@H:46]([NH2:50])[CH2:45]2)[N:30]=1. The catalyst class is: 2. (7) Reactant: [Cl:1][C:2]1[CH:3]=[C:4]2[C:8](=[CH:9][CH:10]=1)[N:7]([C:11]1[N:15]([CH3:16])[N:14]=[C:13]([CH3:17])[C:12]=1[CH:18]=O)[CH:6]=[CH:5]2.[S:20]([NH2:24])([NH2:23])(=[O:22])=[O:21].[BH4-].[Na+].O. Product: [Cl:1][C:2]1[CH:3]=[C:4]2[C:8](=[CH:9][CH:10]=1)[N:7]([C:11]1[N:15]([CH3:16])[N:14]=[C:13]([CH3:17])[C:12]=1[CH2:18][NH:23][S:20]([NH2:24])(=[O:22])=[O:21])[CH:6]=[CH:5]2. The catalyst class is: 8. (8) Reactant: C([O-])([O-])=O.[K+].[K+].[C:7](=[NH:20])([C:14]1[CH:19]=[CH:18][CH:17]=[CH:16][CH:15]=1)[C:8]1[CH:13]=[CH:12][CH:11]=[CH:10][CH:9]=1.[C:21]([C:23]1[CH:30]=[CH:29][C:26]([CH2:27]Br)=[CH:25][CH:24]=1)#[N:22]. Product: [C:21]([C:23]1[CH:30]=[CH:29][C:26]([CH2:27][N:20]=[C:7]([C:14]2[CH:15]=[CH:16][CH:17]=[CH:18][CH:19]=2)[C:8]2[CH:13]=[CH:12][CH:11]=[CH:10][CH:9]=2)=[CH:25][CH:24]=1)#[N:22]. The catalyst class is: 10.